Dataset: Reaction yield outcomes from USPTO patents with 853,638 reactions. Task: Predict the reaction yield, written as a fraction of the theoretical maximum amount of product (1.0 means a 100% yield; for example, 0.34 means a 34% yield). (1) The reactants are [Cl:1][C:2]1[CH:3]=[CH:4][C:5]2[CH2:11][CH2:10][C:9]3[CH:12]=[CH:13][CH:14]=[CH:15][C:8]=3[N:7]([CH2:16][CH2:17][CH2:18][NH2:19])[C:6]=2[CH:20]=1.C(N(CC)CC)C.Cl[C:29]([O:31][CH3:32])=[O:30].[Na+].[Cl-]. The catalyst is CN(C=O)C. The product is [Cl:1][C:2]1[CH:3]=[CH:4][C:5]2[CH2:11][CH2:10][C:9]3[CH:12]=[CH:13][CH:14]=[CH:15][C:8]=3[N:7]([CH2:16][CH2:17][CH2:18][NH:19][C:29](=[O:30])[O:31][CH3:32])[C:6]=2[CH:20]=1. The yield is 0.640. (2) The reactants are [C:1]([O:5][C:6]([NH:8][C:9]1[CH:10]=[C:11]([C:15]([NH:17][C:18]2[N:19]=[C:20]([C:24]([NH:26][C:27]3[CH:28]=[C:29]([C:33]([NH:35][C:36]4[CH:37]=[C:38]([C:42]([OH:44])=O)[N:39]([CH3:41])[CH:40]=4)=[O:34])[N:30]([CH3:32])[CH:31]=3)=[O:25])[N:21]([CH3:23])[CH:22]=2)=[O:16])[N:12]([CH3:14])[CH:13]=1)=[O:7])([CH3:4])([CH3:3])[CH3:2].Cl.[N:46]1[CH:51]=[CH:50][CH:49]=[CH:48][C:47]=1[S:52][S:53][CH2:54][CH2:55][NH2:56].CCN(C(C)C)C(C)C.C(Cl)CCl. The catalyst is CC(N(C)C)=O. The product is [CH3:14][N:12]1[C:11]([C:15](=[O:16])[NH:17][C:18]2[N:19]=[C:20]([C:24](=[O:25])[NH:26][C:27]3[CH:28]=[C:29]([C:33](=[O:34])[NH:35][C:36]4[CH:37]=[C:38]([C:42](=[O:44])[NH:56][CH2:55][CH2:54][S:53][S:52][C:47]5[CH:48]=[CH:49][CH:50]=[CH:51][N:46]=5)[N:39]([CH3:41])[CH:40]=4)[N:30]([CH3:32])[CH:31]=3)[N:21]([CH3:23])[CH:22]=2)=[CH:10][C:9]([NH:8][C:6](=[O:7])[O:5][C:1]([CH3:2])([CH3:3])[CH3:4])=[CH:13]1. The yield is 0.680. (3) The reactants are [Br:1][C:2]1[S:10][C:9]2[CH2:8][CH2:7][NH:6][CH2:5][C:4]=2[CH:3]=1.[C:11](O)(=O)[CH3:12].[BH4-].[Na+]. The catalyst is C1COCC1. The product is [Br:1][C:2]1[S:10][C:9]2[CH2:8][CH2:7][N:6]([CH2:11][CH3:12])[CH2:5][C:4]=2[CH:3]=1. The yield is 0.890. (4) The reactants are [C:1]1([C:7]([C:20]2[CH:25]=CC=CC=2)=[N:8][NH:9][C:10]2[CH:11]=[C:12]3[C:17](=[CH:18][CH:19]=2)[N:16]=[CH:15][CH:14]=[CH:13]3)[CH:6]=CC=CC=1.O=C(CC)CC#[N:30]. No catalyst specified. The product is [CH2:1]([C:7]1[CH:20]=[C:25]([NH2:30])[N:9]([C:10]2[CH:11]=[C:12]3[C:17](=[CH:18][CH:19]=2)[N:16]=[CH:15][CH:14]=[CH:13]3)[N:8]=1)[CH3:6]. The yield is 0.850. (5) The reactants are [NH2:1][C:2]1[CH:7]=[CH:6][CH:5]=[CH:4][C:3]=1[S:8]([NH2:11])(=[O:10])=[O:9].[Cl:12][C:13]1[CH:18]=[CH:17][C:16]([CH:19]=[CH:20][S:21](Cl)(=[O:23])=[O:22])=[C:15]([O:25][CH3:26])[CH:14]=1. The catalyst is N1C=CC=CC=1. The product is [Cl:12][C:13]1[CH:18]=[CH:17][C:16]([CH:19]=[CH:20][S:21]([NH:1][C:2]2[CH:7]=[CH:6][CH:5]=[CH:4][C:3]=2[S:8]([NH2:11])(=[O:9])=[O:10])(=[O:22])=[O:23])=[C:15]([O:25][CH3:26])[CH:14]=1. The yield is 0.410. (6) The reactants are [C:1]1([C@@H:7]2[CH2:10][C@H:9]([NH2:11])[CH2:8]2)[CH:6]=[CH:5][CH:4]=[CH:3][CH:2]=1.[N+](N1[CH:19]=[C:18]([N+:20]([O-:22])=[O:21])[N:17]=[CH:16]1)([O-])=O. No catalyst specified. The product is [N+:20]([C:18]1[N:17]=[CH:16][N:11]([C@H:9]2[CH2:8][C@@H:7]([C:1]3[CH:6]=[CH:5][CH:4]=[CH:3][CH:2]=3)[CH2:10]2)[CH:19]=1)([O-:22])=[O:21]. The yield is 0.460.